Dataset: Full USPTO retrosynthesis dataset with 1.9M reactions from patents (1976-2016). Task: Predict the reactants needed to synthesize the given product. (1) Given the product [CH3:18][O:17][C:13](=[O:16])[CH2:14][CH2:15][N:11]([C:27]([O:26][CH2:19][C:20]1[CH:25]=[CH:24][CH:23]=[CH:22][CH:21]=1)=[O:28])[C@H:9]([CH3:10])[CH2:8][NH:7][C:6]([O:5][C:1]([CH3:2])([CH3:4])[CH3:3])=[O:12], predict the reactants needed to synthesize it. The reactants are: [C:1]([O:5][C:6](=[O:12])[NH:7][CH2:8][C@H:9]([NH2:11])[CH3:10])([CH3:4])([CH3:3])[CH3:2].[C:13]([O:17][CH3:18])(=[O:16])[CH:14]=[CH2:15].[CH2:19]([O:26][C:27](ON1C(=O)CCC1=O)=[O:28])[C:20]1[CH:25]=[CH:24][CH:23]=[CH:22][CH:21]=1. (2) The reactants are: [H-].[Al+3].[Li+].[H-].[H-].[H-].[Cl:7][C:8]1[CH:9]=[CH:10][C:11]([C:30](OC)=[O:31])=[C:12]2[C:16]=1[N:15]=[C:14]1[CH:17]([C:22]3[CH:27]=[CH:26][C:25]([Cl:28])=[CH:24][C:23]=3[Cl:29])[O:18][CH2:19][CH2:20][CH2:21][N:13]21.O.O.O.O.O.O.O.O.O.O.S([O-])([O-])(=O)=O.[Na+].[Na+]. Given the product [Cl:7][C:8]1[C:16]2[N:15]=[C:14]3[CH:17]([C:22]4[CH:27]=[CH:26][C:25]([Cl:28])=[CH:24][C:23]=4[Cl:29])[O:18][CH2:19][CH2:20][CH2:21][N:13]3[C:12]=2[C:11]([CH2:30][OH:31])=[CH:10][CH:9]=1, predict the reactants needed to synthesize it. (3) Given the product [Cl:31][C:32]1[CH:37]=[CH:36][CH:35]=[CH:34][C:33]=1[NH:38][C:39](=[O:59])[NH:40][C:41]1[CH:42]=[CH:43][C:44]([C:47]2[S:51][C:50]([CH2:52][CH2:53][CH2:54][C:55]([OH:57])=[O:56])=[N:49][N:48]=2)=[CH:45][CH:46]=1, predict the reactants needed to synthesize it. The reactants are: FC(F)(F)C1C=C(NC(=O)NC2C=CC(C3SC(CCC(O)=O)=NC=3)=CC=2)C=CC=1.[Cl:31][C:32]1[CH:37]=[CH:36][CH:35]=[CH:34][C:33]=1[NH:38][C:39](=[O:59])[NH:40][C:41]1[CH:46]=[CH:45][C:44]([C:47]2[S:51][C:50]([CH2:52][CH2:53][CH2:54][C:55]([O:57]C)=[O:56])=[N:49][N:48]=2)=[CH:43][CH:42]=1. (4) Given the product [CH3:27][NH:28][CH2:6][CH:7]([NH:16][C:17](=[O:18])[O:19][CH2:20][C:21]1[CH:26]=[CH:25][CH:24]=[CH:23][CH:22]=1)[CH2:8][C:9]1([CH3:15])[CH2:14][CH2:13][CH2:12][CH2:11][CH2:10]1, predict the reactants needed to synthesize it. The reactants are: CS(O[CH2:6][CH:7]([NH:16][C:17]([O:19][CH2:20][C:21]1[CH:26]=[CH:25][CH:24]=[CH:23][CH:22]=1)=[O:18])[CH2:8][C:9]1([CH3:15])[CH2:14][CH2:13][CH2:12][CH2:11][CH2:10]1)(=O)=O.[CH3:27][NH2:28]. (5) Given the product [C:1]([C@:3]1([CH2:12][C:13]([O-:15])=[O:14])[CH2:9][C@@H:8]2[C@H:4]1[CH:5]=[C:6]([CH2:10][CH3:11])[CH2:7]2)#[N:2].[C:16]([NH3+:20])([CH3:19])([CH3:18])[CH3:17], predict the reactants needed to synthesize it. The reactants are: [C:1]([C@:3]1([CH2:12][C:13]([OH:15])=[O:14])[CH2:9][C@@H:8]2[C@H:4]1[CH:5]=[C:6]([CH2:10][CH3:11])[CH2:7]2)#[N:2].[C:16]([NH2:20])([CH3:19])([CH3:18])[CH3:17]. (6) The reactants are: Cl[CH2:2][CH2:3][CH2:4][CH2:5][CH2:6][CH2:7][O:8][C:9]1[C:10]([O:29][CH3:30])=[CH:11][CH:12]=[C:13]2[C:18]=1[NH:17][C:16](=[O:19])[CH:15]=[C:14]2[NH:20][C:21]1[C:26]([Cl:27])=[CH:25][N:24]=[CH:23][C:22]=1[Cl:28].[NH:31]1[CH2:36][CH2:35][O:34][CH2:33][CH2:32]1. Given the product [Cl:27][C:26]1[CH:25]=[N:24][CH:23]=[C:22]([Cl:28])[C:21]=1[NH:20][C:14]1[C:13]2[C:18](=[C:9]([O:8][CH2:7][CH2:6][CH2:5][CH2:4][CH2:3][CH2:2][N:31]3[CH2:36][CH2:35][O:34][CH2:33][CH2:32]3)[C:10]([O:29][CH3:30])=[CH:11][CH:12]=2)[NH:17][C:16](=[O:19])[CH:15]=1, predict the reactants needed to synthesize it. (7) Given the product [N:15]1[C:14]2[CH:16]=[CH:17][NH:18][C:13]=2[CH:12]=[N:11][C:10]=1[CH:8]([NH:7][S@@:5]([C:1]([CH3:2])([CH3:4])[CH3:3])=[O:6])[CH3:9], predict the reactants needed to synthesize it. The reactants are: [C:1]([S@:5]([N:7]=[C:8]([C:10]1[N:11]=[CH:12][C:13]2[N:18](C(OCC)=O)[CH:17]=[CH:16][C:14]=2[N:15]=1)[CH3:9])=[O:6])([CH3:4])([CH3:3])[CH3:2].CCC(C)[BH-](C(C)CC)C(C)CC.[Li+].